From a dataset of Forward reaction prediction with 1.9M reactions from USPTO patents (1976-2016). Predict the product of the given reaction. (1) Given the reactants [CH3:1][N:2]1[CH2:7][CH2:6][N:5]([C:8]2[C:13]([N+:14]([O-])=O)=[CH:12][N:11]=[CH:10][C:9]=2[CH3:17])[CH2:4][CH2:3]1, predict the reaction product. The product is: [CH3:17][C:9]1[C:8]([N:5]2[CH2:6][CH2:7][N:2]([CH3:1])[CH2:3][CH2:4]2)=[C:13]([NH2:14])[CH:12]=[N:11][CH:10]=1. (2) Given the reactants [CH:1]1([CH2:6][CH:7]([C:18]2[NH:19][C:20]([C:23]([CH:25]3[CH2:27][CH2:26]3)=[O:24])=[CH:21][N:22]=2)[C:8]2[CH:13]=[CH:12][C:11]([S:14]([CH3:17])(=[O:16])=[O:15])=[CH:10][CH:9]=2)[CH2:5][CH2:4][CH2:3][CH2:2]1.[Br:28]N1C(=O)CCC1=O, predict the reaction product. The product is: [Br:28][C:21]1[N:22]=[C:18]([CH:7]([C:8]2[CH:9]=[CH:10][C:11]([S:14]([CH3:17])(=[O:16])=[O:15])=[CH:12][CH:13]=2)[CH2:6][CH:1]2[CH2:2][CH2:3][CH2:4][CH2:5]2)[NH:19][C:20]=1[C:23]([CH:25]1[CH2:27][CH2:26]1)=[O:24]. (3) The product is: [Cl:1][C:2]1[C:3]([C:26]2[S:30][C:29]([C:31]3([OH:35])[CH2:34][CH2:33][CH2:32]3)=[N:28][CH:27]=2)=[C:4]2[CH:10]=[C:9]([C:11]3[CH:16]=[CH:15][C:14]([NH:17][C:18](=[O:23])[CH2:19][N:20]([CH3:21])[CH3:22])=[C:13]([O:24][CH3:25])[CH:12]=3)[NH:8][C:5]2=[N:6][CH:7]=1. Given the reactants [Cl:1][C:2]1[C:3]([C:26]2[S:30][C:29]([C:31]3([O:35]COC)[CH2:34][CH2:33][CH2:32]3)=[N:28][CH:27]=2)=[C:4]2[CH:10]=[C:9]([C:11]3[CH:16]=[CH:15][C:14]([NH:17][C:18](=[O:23])[CH2:19][N:20]([CH3:22])[CH3:21])=[C:13]([O:24][CH3:25])[CH:12]=3)[NH:8][C:5]2=[N:6][CH:7]=1.ClC1C(C2SC(C3(OCOC)CCC3)=NC=2)=C2C=C(C3N=C(C4CCCN(C(OC(C)(C)C)=O)C4)ON=3)NC2=NC=1, predict the reaction product. (4) Given the reactants Cl[C:2]1[C:7]2[C:8]3[CH2:14][CH2:13][CH2:12][CH2:11][C:9]=3[Se:10][C:6]=2[N:5]=[CH:4][N:3]=1.N[N:16]1[CH:21]=[CH:20][N:19]=[CH:18][CH2:17]1.[OH-].[Na+].C[N:25](C=O)C, predict the reaction product. The product is: [N:16]1[CH:21]=[CH:20][N:19]=[CH:18][C:17]=1[NH:25][C:2]1[C:7]2[C:8]3[CH2:14][CH2:13][CH2:12][CH2:11][C:9]=3[Se:10][C:6]=2[N:5]=[CH:4][N:3]=1. (5) The product is: [F:1][C:2]1[C:7]([F:8])=[CH:6][C:5]([C:9]2[CH:14]=[CH:13][N:12]=[CH:11][C:10]=2[N:15]([CH2:16][CH2:17][S:18]([CH3:21])(=[O:20])=[O:19])[C:29](=[O:30])[C:28]2[CH:32]=[C:33]([C:35]([F:36])([F:37])[F:38])[N:34]=[C:26]([C:25]([F:40])([F:24])[F:39])[CH:27]=2)=[C:4]([O:22][CH3:23])[CH:3]=1. Given the reactants [F:1][C:2]1[C:7]([F:8])=[CH:6][C:5]([C:9]2[CH:14]=[CH:13][N:12]=[CH:11][C:10]=2[NH:15][CH2:16][CH2:17][S:18]([CH3:21])(=[O:20])=[O:19])=[C:4]([O:22][CH3:23])[CH:3]=1.[F:24][C:25]([F:40])([F:39])[C:26]1[CH:27]=[C:28]([CH:32]=[C:33]([C:35]([F:38])([F:37])[F:36])[N:34]=1)[C:29](O)=[O:30], predict the reaction product. (6) Given the reactants [C:1](=[O:10])([O:7][CH:8]=[CH2:9])[O:2][CH2:3][CH2:4][CH2:5][OH:6].C(N(CC)CC)C.[CH3:18][Si:19](Cl)([CH3:21])[CH3:20], predict the reaction product. The product is: [C:1](=[O:10])([O:7][CH:8]=[CH2:9])[O:2][CH2:3][CH2:4][CH2:5][O:6][Si:19]([CH3:21])([CH3:20])[CH3:18]. (7) Given the reactants [CH2:1](Br)[CH:2]=[CH2:3].[CH2:5]([OH:27])[C@H:6]1[O:11][C@H:10]([O:12][C@:13]2([CH2:22][OH:23])[O:17][C@H:16]([CH2:18][OH:19])[C@@H:15]([OH:20])[C@@H:14]2[OH:21])[C@H:9]([OH:24])[C@@H:8]([OH:25])[C@@H:7]1[OH:26], predict the reaction product. The product is: [CH2:3]=[CH:2][CH2:1][O:27][CH2:5][C@H:6]1[O:11][C@H:10]([O:12][C@:13]2([CH2:22][OH:23])[O:17][C@H:16]([CH2:18][OH:19])[C@@H:15]([OH:20])[C@@H:14]2[OH:21])[C@H:9]([OH:24])[C@@H:8]([OH:25])[C@@H:7]1[OH:26]. (8) Given the reactants OC[C:3]([C@@H:5]1[C@@:9]2([CH3:37])[CH2:10][C@@H:11]([O:33][CH2:34][O:35][CH3:36])[CH:12]3[C@:25]45[C@@](O)([CH2:17][C@@H:18]([O:28][CH2:29][O:30][CH3:31])[CH2:19][C@H:20]4[O:21][C:22]([CH3:27])([CH3:26])[O:23][CH2:24]5)C[CH2:14][CH:13]3[C@@:8]2([O:38][CH2:39][O:40][CH3:41])[CH2:7][CH2:6]1)=[O:4].CC(O)=[O:44].[CH3:46][CH2:47][OH:48].O, predict the reaction product. The product is: [OH:48][C@@:47]12[CH2:17][C@@H:18]([O:28][CH2:29][O:30][CH3:31])[CH2:19][C@H:20]3[O:21][C:22]([CH3:27])([CH3:26])[O:23][CH2:24][C@@:25]13[CH:12]1[CH:13]([C@@:8]3([O:38][CH2:39][O:40][CH3:41])[CH2:7][CH2:6][C@H:5]([C:3]([OH:4])=[O:44])[C@@:9]3([CH3:37])[CH2:10][C@H:11]1[O:33][CH2:34][O:35][CH3:36])[CH2:14][CH2:46]2. (9) Given the reactants Br[CH2:2][C:3]([C:5]1[CH:12]=[CH:11][C:8]([C:9]#[N:10])=[CH:7][CH:6]=1)=[O:4].[OH2:13], predict the reaction product. The product is: [OH:13][CH2:2][C:3]([C:5]1[CH:12]=[CH:11][C:8]([C:9]#[N:10])=[CH:7][CH:6]=1)=[O:4]. (10) Given the reactants [Cl:1][C:2]1[CH:7]=[CH:6][CH:5]=[CH:4][C:3]=1[N:8]1[CH:12]([C:13]2[CH:18]=[CH:17][C:16]([C:19]3[CH:20]=[N:21][CH:22]=[C:23]([C:25]([O:27]C)=[O:26])[CH:24]=3)=[CH:15][CH:14]=2)[CH2:11][C:10]([C:29]([C:35]([F:38])([F:37])[F:36])([C:31]([F:34])([F:33])[F:32])[OH:30])=[N:9]1.[OH-].[K+], predict the reaction product. The product is: [Cl:1][C:2]1[CH:7]=[CH:6][CH:5]=[CH:4][C:3]=1[N:8]1[CH:12]([C:13]2[CH:14]=[CH:15][C:16]([C:19]3[CH:20]=[N:21][CH:22]=[C:23]([C:25]([OH:27])=[O:26])[CH:24]=3)=[CH:17][CH:18]=2)[CH2:11][C:10]([C:29]([C:31]([F:34])([F:32])[F:33])([C:35]([F:36])([F:38])[F:37])[OH:30])=[N:9]1.